From a dataset of Full USPTO retrosynthesis dataset with 1.9M reactions from patents (1976-2016). Predict the reactants needed to synthesize the given product. (1) Given the product [F:25][C:24]([S:23][C:20]1[CH:21]=[CH:22][C:17]([NH:16][C:5]2[C:4]([NH2:1])=[C:13]3[C:8](=[CH:7][CH:6]=2)[CH:9]=[C:10]([CH:14]=[CH2:15])[CH:11]=[CH:12]3)=[CH:18][CH:19]=1)([F:27])[F:26], predict the reactants needed to synthesize it. The reactants are: [N+:1]([C:4]1[C:13]2[C:8](=[CH:9][C:10]([CH:14]=[CH2:15])=[CH:11][CH:12]=2)[CH:7]=[CH:6][C:5]=1[NH:16][C:17]1[CH:22]=[CH:21][C:20]([S:23][C:24]([F:27])([F:26])[F:25])=[CH:19][CH:18]=1)([O-])=O.[NH4+].[Cl-].O. (2) Given the product [CH3:10][O:11][C:12]1[C:13]([C:3]2[C:2]([Cl:1])=[CH:7][CH:6]=[CH:5][C:4]=2[Cl:8])=[CH:14][CH:15]=[CH:16][CH:17]=1, predict the reactants needed to synthesize it. The reactants are: [Cl:1][C:2]1[CH:7]=[CH:6][CH:5]=[C:4]([Cl:8])[C:3]=1Br.[CH3:10][O:11][C:12]1[CH:17]=[CH:16][CH:15]=[CH:14][C:13]=1B(O)O.C(=O)([O-])[O-].[K+].[K+].CC1C=CC(S(OCC2CC3C(C4C=CC=CC=4)=CC=CC=3O2)(=O)=O)=CC=1. (3) Given the product [Br:22][C:23]1[CH:24]=[C:25]2[C:29](=[CH:30][CH:31]=1)[NH:28][C:27](=[O:32])[C:26]2=[CH:20][C:3]1[NH:4][C:5]2[CH2:10][CH2:9][N:8]([CH2:11][CH2:12][N:13]3[CH2:14][CH2:15][CH2:16][CH2:17][CH2:18]3)[C:7](=[O:19])[C:6]=2[C:2]=1[CH3:1], predict the reactants needed to synthesize it. The reactants are: [CH3:1][C:2]1[C:6]2[C:7](=[O:19])[N:8]([CH2:11][CH2:12][N:13]3[CH2:18][CH2:17][CH2:16][CH2:15][CH2:14]3)[CH2:9][CH2:10][C:5]=2[NH:4][C:3]=1[CH:20]=O.[Br:22][C:23]1[CH:24]=[C:25]2[C:29](=[CH:30][CH:31]=1)[NH:28][C:27](=[O:32])[CH2:26]2. (4) Given the product [CH3:16][O:14][C:13]([C:8]1[C:7]([Br:6])=[CH:12][CH:11]=[CH:10][N:9]=1)=[O:15], predict the reactants needed to synthesize it. The reactants are: OS(O)(=O)=O.[Br:6][C:7]1[C:8]([C:13]([OH:15])=[O:14])=[N:9][CH:10]=[CH:11][CH:12]=1.[CH3:16]O. (5) Given the product [CH3:1][S:2]([C:5]1[CH:10]=[CH:9][CH:8]=[CH:7][C:6]=1[O:11][CH2:19][C:20]([O:22][CH2:23][CH3:24])=[O:21])(=[O:3])=[O:4], predict the reactants needed to synthesize it. The reactants are: [CH3:1][S:2]([C:5]1[CH:10]=[CH:9][CH:8]=[CH:7][C:6]=1[OH:11])(=[O:4])=[O:3].C([O-])([O-])=O.[K+].[K+].Br[CH2:19][C:20]([O:22][CH2:23][CH3:24])=[O:21].